From a dataset of Forward reaction prediction with 1.9M reactions from USPTO patents (1976-2016). Predict the product of the given reaction. (1) The product is: [Cl:11][C:9]1[CH:8]=[C:4]([C:5]([OH:7])=[O:6])[C:3]2[S:12][C:15]([CH3:16])=[N:1][C:2]=2[CH:10]=1. Given the reactants [NH2:1][C:2]1[C:3]([SH:12])=[C:4]([CH:8]=[C:9]([Cl:11])[CH:10]=1)[C:5]([OH:7])=[O:6].CN1C(=O)C[CH2:16][CH2:15]1.C(Cl)(=O)C, predict the reaction product. (2) The product is: [CH2:11]([CH:13]([CH2:28][CH2:29][CH2:30][CH3:31])[CH2:14][O:15][P:16]([O-:27])([O:17][CH2:18][CH:19]([CH2:24][CH3:25])[CH2:20][CH2:21][CH2:22][CH3:23])=[O:26])[CH3:12].[Nd+:2]. Given the reactants [O-2].[Nd+3:2].[O-2].[O-2].[Nd+3].[Nd].[Cl-].[Nd+3].[Cl-].[Cl-].[CH2:11]([CH:13]([CH2:28][CH2:29][CH2:30][CH3:31])[CH2:14][O:15][P:16](=[O:27])([OH:26])[O:17][CH2:18][CH:19]([CH2:24][CH3:25])[CH2:20][CH2:21][CH2:22][CH3:23])[CH3:12].CC1CCCCC1, predict the reaction product. (3) Given the reactants [CH2:1]([O:3][C:4]1[CH:14]=[C:13]([F:15])[CH:12]=[CH:11][C:5]=1[C:6]([O:8][CH2:9][CH3:10])=[O:7])[CH3:2].S(=O)(=O)(O)O.[N+:21]([O-])([O-:23])=[O:22].[K+], predict the reaction product. The product is: [CH2:1]([O:3][C:4]1[CH:14]=[C:13]([F:15])[C:12]([N+:21]([O-:23])=[O:22])=[CH:11][C:5]=1[C:6]([O:8][CH2:9][CH3:10])=[O:7])[CH3:2]. (4) Given the reactants [CH3:1][O:2][C:3]1[CH:15]=[CH:14][C:6]([CH2:7][C@H:8]2[O:13][CH2:12][CH2:11][NH:10][CH2:9]2)=[CH:5][CH:4]=1.[C:16]([O:20][C:21](O[C:21]([O:20][C:16]([CH3:19])([CH3:18])[CH3:17])=[O:22])=[O:22])([CH3:19])([CH3:18])[CH3:17], predict the reaction product. The product is: [C:21]([N:10]1[CH2:11][CH2:12][O:13][C@H:8]([CH2:7][C:6]2[CH:5]=[CH:4][C:3]([O:2][CH3:1])=[CH:15][CH:14]=2)[CH2:9]1)([O:20][C:16]([CH3:19])([CH3:18])[CH3:17])=[O:22]. (5) Given the reactants [CH3:1][N:2]1[C:6]([CH3:13])([CH:7]2[CH2:11][CH2:10][CH2:9][CH:8]2[CH3:12])[C:5](=[O:14])[NH:4][C:3]1=[O:15].Br[CH2:17][C:18]([C:20]1[NH:21][CH:22]=[CH:23][CH:24]=1)=[O:19], predict the reaction product. The product is: [CH3:1][N:2]1[C:6]([CH3:13])([CH:7]2[CH2:11][CH2:10][CH2:9][CH:8]2[CH3:12])[C:5](=[O:14])[N:4]([CH2:17][C:18](=[O:19])[C:20]2[NH:21][CH:22]=[CH:23][CH:24]=2)[C:3]1=[O:15]. (6) Given the reactants [CH3:1][O:2][C:3]1[C:4]2[CH2:5][C:6]3[CH2:10][N:9]([C@@H:11]([CH2:15][CH:16]4[CH2:21][CH2:20][CH2:19][CH2:18][CH2:17]4)[C:12]([OH:14])=O)[C:8](=[O:22])[C:7]=3[O:23][C:24]=2[CH:25]=[CH:26][CH:27]=1.[NH2:28][C:29]1[S:30][CH:31]=[CH:32][N:33]=1.ON1C2C=CC=CC=2N=N1, predict the reaction product. The product is: [CH:16]1([CH2:15][C@H:11]([N:9]2[CH2:10][C:6]3[CH2:5][C:4]4[C:3]([O:2][CH3:1])=[CH:27][CH:26]=[CH:25][C:24]=4[O:23][C:7]=3[C:8]2=[O:22])[C:12]([NH:28][C:29]2[S:30][CH:31]=[CH:32][N:33]=2)=[O:14])[CH2:21][CH2:20][CH2:19][CH2:18][CH2:17]1.